From a dataset of NCI-60 drug combinations with 297,098 pairs across 59 cell lines. Regression. Given two drug SMILES strings and cell line genomic features, predict the synergy score measuring deviation from expected non-interaction effect. Drug 2: CCC1(CC2CC(C3=C(CCN(C2)C1)C4=CC=CC=C4N3)(C5=C(C=C6C(=C5)C78CCN9C7C(C=CC9)(C(C(C8N6C)(C(=O)OC)O)OC(=O)C)CC)OC)C(=O)OC)O.OS(=O)(=O)O. Synergy scores: CSS=2.85, Synergy_ZIP=5.35, Synergy_Bliss=0.227, Synergy_Loewe=-6.00, Synergy_HSA=-3.79. Cell line: CAKI-1. Drug 1: C1=CC=C(C=C1)NC(=O)CCCCCCC(=O)NO.